Task: Predict which catalyst facilitates the given reaction.. Dataset: Catalyst prediction with 721,799 reactions and 888 catalyst types from USPTO (1) Reactant: [NH2:1][C:2]1[CH:7]=[C:6]([CH3:8])[C:5]([Br:9])=[CH:4][C:3]=1[C:10](=[O:12])[CH3:11].C(N(CC)CC)C.[C:20](Cl)(=[O:22])[CH3:21].Cl. Product: [C:10]([C:3]1[CH:4]=[C:5]([Br:9])[C:6]([CH3:8])=[CH:7][C:2]=1[NH:1][C:20](=[O:22])[CH3:21])(=[O:12])[CH3:11]. The catalyst class is: 253. (2) The catalyst class is: 4. Product: [CH:1]1([N:4]([CH2:18][CH2:19][O:20][CH2:21][C:22]([OH:24])=[O:23])[S:5]([C:8]2[C:13]([CH3:14])=[CH:12][C:11]([O:15][CH3:16])=[CH:10][C:9]=2[CH3:17])(=[O:7])=[O:6])[CH2:2][CH2:3]1. Reactant: [CH:1]1([N:4]([CH2:18][CH2:19][O:20][CH2:21][C:22]([O:24]C(C)(C)C)=[O:23])[S:5]([C:8]2[C:13]([CH3:14])=[CH:12][C:11]([O:15][CH3:16])=[CH:10][C:9]=2[CH3:17])(=[O:7])=[O:6])[CH2:3][CH2:2]1.C(O)(C(F)(F)F)=O. (3) The catalyst class is: 1. Product: [CH:27]([C:2]1[N:3]([CH2:11][O:12][CH2:13][CH2:14][Si:15]([CH3:18])([CH3:17])[CH3:16])[CH:4]=[C:5]([C:7]([O:9][CH3:10])=[O:8])[N:6]=1)=[O:28]. Reactant: Br[C:2]1[N:3]([CH2:11][O:12][CH2:13][CH2:14][Si:15]([CH3:18])([CH3:17])[CH3:16])[CH:4]=[C:5]([C:7]([O:9][CH3:10])=[O:8])[N:6]=1.C([Mg]Cl)(C)C.CN([CH:27]=[O:28])C.